Task: Predict the reaction yield, written as a fraction of the theoretical maximum amount of product (1.0 means a 100% yield; for example, 0.34 means a 34% yield).. Dataset: Reaction yield outcomes from USPTO patents with 853,638 reactions The reactants are [Si:1]([CH3:5])([CH3:4])(Cl)[Cl:2].[CH:6]1[CH2:10][CH:9]=[CH:8][CH:7]=1.[Na]. The catalyst is C(OCC)C. The product is [Cl:2][Si:1]([C:7]1[CH2:6][CH:10]=[CH:9][CH:8]=1)([CH3:5])[CH3:4]. The yield is 0.480.